Task: Predict the reactants needed to synthesize the given product.. Dataset: Full USPTO retrosynthesis dataset with 1.9M reactions from patents (1976-2016) (1) Given the product [CH3:29][N:30]1[CH2:34][CH2:33][CH:32]([O:35][C:6]([C:8]2[CH:9]=[C:10]([C:18]3[N:19]=[C:20]([C:23]4[CH:24]=[CH:25][N:26]=[CH:27][CH:28]=4)[S:21][CH:22]=3)[C:11](=[O:17])[NH:12][C:13]=2[CH:14]([CH3:16])[CH3:15])=[O:7])[CH2:31]1, predict the reactants needed to synthesize it. The reactants are: N1([C:6]([C:8]2[CH:9]=[C:10]([C:18]3[N:19]=[C:20]([C:23]4[CH:28]=[CH:27][N:26]=[CH:25][CH:24]=4)[S:21][CH:22]=3)[C:11](=[O:17])[NH:12][C:13]=2[CH:14]([CH3:16])[CH3:15])=[O:7])C=CN=C1.[CH3:29][N:30]1[CH2:34][CH2:33][CH:32]([OH:35])[CH2:31]1. (2) Given the product [Nd:31].[CH2:1]([O:5][CH2:6][CH2:7][C:8]1[CH:16]=[CH:15][CH:14]=[C:10]([C:11]([OH:13])=[O:12])[C:9]=1[C:17]([OH:19])=[O:18])[CH2:2][CH2:3][CH3:4], predict the reactants needed to synthesize it. The reactants are: [CH2:1]([O:5][CH2:6][CH2:7][C:8]1[CH:16]=[CH:15][CH:14]=[C:10]([C:11]([OH:13])=[O:12])[C:9]=1[C:17]([OH:19])=[O:18])[CH2:2][CH2:3][CH3:4].C(N(CC)CC)C.[N+]([O-])([O-])=O.[Nd+3:31].[N+]([O-])([O-])=O.[N+]([O-])([O-])=O. (3) The reactants are: Br[C:2]1[CH:7]=[CH:6][C:5]([C:8]2[C:12]([CH2:13][S:14][CH2:15][CH2:16][C:17]3[CH:22]=[CH:21][CH:20]=[CH:19][CH:18]=3)=[C:11]([CH3:23])[O:10][N:9]=2)=[CH:4][CH:3]=1.[CH2:24]([O:26][C:27](=[O:47])[CH2:28][C:29]1([C:32]2[CH:37]=[CH:36][C:35](B3OC(C)(C)C(C)(C)O3)=[CH:34][CH:33]=2)[CH2:31][CH2:30]1)[CH3:25]. Given the product [CH2:24]([O:26][C:27](=[O:47])[CH2:28][C:29]1([C:32]2[CH:37]=[CH:36][C:35]([C:2]3[CH:7]=[CH:6][C:5]([C:8]4[C:12]([CH2:13][S:14][CH2:15][CH2:16][C:17]5[CH:22]=[CH:21][CH:20]=[CH:19][CH:18]=5)=[C:11]([CH3:23])[O:10][N:9]=4)=[CH:4][CH:3]=3)=[CH:34][CH:33]=2)[CH2:31][CH2:30]1)[CH3:25], predict the reactants needed to synthesize it. (4) Given the product [Br:1][C:2]1[CH:7]=[C:6]([O:8][CH2:9][CH:10]2[CH2:11][CH2:12]2)[C:5]([Cl:13])=[CH:4][C:3]=1[NH2:14], predict the reactants needed to synthesize it. The reactants are: [Br:1][C:2]1[CH:7]=[C:6]([O:8][CH2:9][CH:10]2[CH2:12][CH2:11]2)[C:5]([Cl:13])=[CH:4][C:3]=1[N+:14]([O-])=O.Cl[Sn]Cl.C([O-])([O-])=O.[Na+].[Na+]. (5) Given the product [NH2:23][C:20]1[CH:21]=[CH:22][C:17](/[CH:16]=[CH:15]/[CH:14]=[CH:13]/[C:11]2[S:12][C:8]3[CH:7]=[C:6]([O:5][CH3:4])[C:27]([OH:28])=[CH:26][C:9]=3[N:10]=2)=[CH:18][CH:19]=1, predict the reactants needed to synthesize it. The reactants are: CCO.[CH3:4][O:5][C:6]1[C:27]([OH:28])=[CH:26][C:9]2[N:10]=[C:11](/[CH:13]=[CH:14]/[CH:15]=[CH:16]/[C:17]3[CH:22]=[CH:21][C:20]([N+:23]([O-])=O)=[CH:19][CH:18]=3)[S:12][C:8]=2[CH:7]=1.[NH4+].[Cl-]. (6) Given the product [C:4]1([C:10]2[C:18]3[C:13](=[CH:14][CH:15]=[C:16]([NH:19][C:20]([C:22]4[CH:27]=[CH:26][CH:25]=[CH:24][N:23]=4)=[O:21])[CH:17]=3)[NH:12][N:11]=2)[CH:5]=[CH:6][CH:7]=[CH:8][CH:9]=1, predict the reactants needed to synthesize it. The reactants are: C([C:4]1([C:10]2[C:18]3[C:13](=[CH:14][CH:15]=[C:16]([NH:19][C:20]([C:22]4[CH:27]=[CH:26][CH:25]=[CH:24][N:23]=4)=[O:21])[CH:17]=3)[NH:12][N:11]=2)[CH:9]=[CH:8][CH:7]=[CH:6][CH2:5]1)(=O)C.N. (7) Given the product [C:35]([C:37]1[CH:38]=[C:39]([CH:43]=[CH:44][CH:45]=1)[C:40]([N:8]1[C:9]2[C:14](=[CH:13][C:12]([C:16]#[N:17])=[CH:11][CH:10]=2)[CH:15]=[C:7]1[C:3]1[CH:2]=[N:1][CH:6]=[CH:5][CH:4]=1)=[O:41])#[N:36], predict the reactants needed to synthesize it. The reactants are: [N:1]1[CH:6]=[CH:5][CH:4]=[C:3]([C:7]2[NH:8][C:9]3[C:14]([CH:15]=2)=[CH:13][C:12]([C:16]#[N:17])=[CH:11][CH:10]=3)[CH:2]=1.C[Si]([N-][Si](C)(C)C)(C)C.[K+].C1(C)C=CC=CC=1.[C:35]([C:37]1[CH:38]=[C:39]([CH:43]=[CH:44][CH:45]=1)[C:40](Cl)=[O:41])#[N:36]. (8) Given the product [CH2:1]([C:8]1[CH:9]=[C:10]2[C:15](=[CH:16][C:17]=1[F:18])[N:14]=[C:13]([N:19]1[CH:23]=[C:22]([C:24]([OH:26])=[O:25])[CH:21]=[N:20]1)[N:12]=[C:11]2[N:31]([CH3:32])[CH3:30])[C:2]1[CH:3]=[CH:4][CH:5]=[CH:6][CH:7]=1, predict the reactants needed to synthesize it. The reactants are: [CH2:1]([C:8]1[CH:9]=[C:10]2[C:15](=[CH:16][C:17]=1[F:18])[N:14]=[C:13]([N:19]1[CH:23]=[C:22]([C:24]([O:26]CC)=[O:25])[CH:21]=[N:20]1)[NH:12][C:11]2=O)[C:2]1[CH:7]=[CH:6][CH:5]=[CH:4][CH:3]=1.[CH3:30][NH:31][CH3:32]. (9) Given the product [CH3:28][O:27][C:23]1[CH:22]=[C:21]([CH:26]=[CH:25][CH:24]=1)[CH2:20][C:18]1[CH:17]=[CH:16][C:15](=[O:30])[N:14]([CH2:13][C:12]2[CH:11]=[CH:10][C:9]([Cl:8])=[CH:32][CH:31]=2)[CH:19]=1, predict the reactants needed to synthesize it. The reactants are: C([SiH](CC)CC)C.[Cl:8][C:9]1[CH:32]=[CH:31][C:12]([CH2:13][N:14]2[CH:19]=[C:18]([CH:20](O)[C:21]3[CH:26]=[CH:25][CH:24]=[C:23]([O:27][CH3:28])[CH:22]=3)[CH:17]=[CH:16][C:15]2=[O:30])=[CH:11][CH:10]=1.CO.